This data is from Full USPTO retrosynthesis dataset with 1.9M reactions from patents (1976-2016). The task is: Predict the reactants needed to synthesize the given product. (1) Given the product [F:3][C:4]1[CH:9]=[CH:8][C:7]([C@@H:10]([N:12]2[CH2:17][CH2:16][CH2:15][CH:14]([CH:18]([OH:33])[C:19]3[CH:24]=[CH:23][C:22]([N:25]4[CH:29]=[C:28]([CH3:30])[N:27]=[CH:26]4)=[C:21]([O:31][CH3:32])[CH:20]=3)[CH:13]2[OH:34])[CH3:11])=[CH:6][CH:5]=1, predict the reactants needed to synthesize it. The reactants are: [BH4-].[Na+].[F:3][C:4]1[CH:9]=[CH:8][C:7]([C@@H:10]([N:12]2[CH2:17][CH2:16][CH2:15][CH:14]([C:18](=[O:33])[C:19]3[CH:24]=[CH:23][C:22]([N:25]4[CH:29]=[C:28]([CH3:30])[N:27]=[CH:26]4)=[C:21]([O:31][CH3:32])[CH:20]=3)[C:13]2=[O:34])[CH3:11])=[CH:6][CH:5]=1.O. (2) Given the product [CH2:1]([N:8]1[CH2:13][CH2:12][C:11]2([CH:17]([C:15]#[N:16])[C:18](=[O:20])[NH:23][C:18](=[O:20])[CH:17]2[C:15]#[N:16])[CH2:10][CH2:9]1)[C:2]1[CH:7]=[CH:6][CH:5]=[CH:4][CH:3]=1, predict the reactants needed to synthesize it. The reactants are: [CH2:1]([N:8]1[CH2:13][CH2:12][C:11](=O)[CH2:10][CH2:9]1)[C:2]1[CH:7]=[CH:6][CH:5]=[CH:4][CH:3]=1.[C:15]([CH2:17][C:18]([O:20]CC)=O)#[N:16].[NH3:23]. (3) Given the product [F:1][C:2]1[CH:12]=[CH:11][C:5]2[N:6]([C:13]([O:15][C:16]([CH3:19])([CH3:18])[CH3:17])=[O:14])[C:7](=[O:10])[CH2:8][O:9][C:4]=2[CH:3]=1, predict the reactants needed to synthesize it. The reactants are: [F:1][C:2]1[CH:12]=[CH:11][C:5]2[NH:6][C:7](=[O:10])[CH2:8][O:9][C:4]=2[CH:3]=1.[C:13](O[C:13]([O:15][C:16]([CH3:19])([CH3:18])[CH3:17])=[O:14])([O:15][C:16]([CH3:19])([CH3:18])[CH3:17])=[O:14].CCOC(C)=O. (4) Given the product [CH3:8][C:2]1[CH:1]=[C:6]([O:7][CH2:11][CH:10]=[CH2:9])[CH:5]=[CH:4][CH:3]=1, predict the reactants needed to synthesize it. The reactants are: [CH:1]1[C:6]([OH:7])=[CH:5][CH:4]=[CH:3][C:2]=1[CH3:8].[CH2:9](Br)[CH:10]=[CH2:11].C(=O)([O-])[O-].[K+].[K+]. (5) Given the product [NH2:12][CH2:13][C:14]1[S:15][CH:16]=[C:17]([C:19]2[CH:24]=[C:23]([C:25]([CH3:26])([CH3:27])[CH3:28])[C:22]([OH:29])=[C:21]([C:30]([CH3:33])([CH3:32])[CH3:31])[CH:20]=2)[N:18]=1, predict the reactants needed to synthesize it. The reactants are: [OH-].[K+].C(OC(=O)[NH:12][CH2:13][C:14]1[S:15][CH:16]=[C:17]([C:19]2[CH:24]=[C:23]([C:25]([CH3:28])([CH3:27])[CH3:26])[C:22]([OH:29])=[C:21]([C:30]([CH3:33])([CH3:32])[CH3:31])[CH:20]=2)[N:18]=1)C1C=CC=CC=1. (6) Given the product [CH3:39][N:17]1[C:12](=[O:11])[C:13]([CH:31]([CH2:36][CH2:37][CH3:38])[C:32]([O:34][CH3:35])=[O:33])=[C:14]([C:24]2[CH:25]=[CH:26][C:27]([CH3:30])=[CH:28][CH:29]=2)[N:15]=[C:16]1[N:18]1[CH2:23][CH2:22][CH2:21][CH2:20][CH2:19]1, predict the reactants needed to synthesize it. The reactants are: [Li+].C[Si]([N-][Si](C)(C)C)(C)C.[O:11]=[C:12]1[NH:17][C:16]([N:18]2[CH2:23][CH2:22][CH2:21][CH2:20][CH2:19]2)=[N:15][C:14]([C:24]2[CH:29]=[CH:28][C:27]([CH3:30])=[CH:26][CH:25]=2)=[C:13]1[CH:31]([CH2:36][CH2:37][CH3:38])[C:32]([O:34][CH3:35])=[O:33].[CH3:39]I.[Cl-].[NH4+]. (7) Given the product [F:1][C:2]1[C:3]([N+:10]([O-:12])=[O:11])=[C:4]([CH:5]=[C:6]([F:8])[CH:7]=1)[NH2:13], predict the reactants needed to synthesize it. The reactants are: [F:1][C:2]1[CH:7]=[C:6]([F:8])[CH:5]=[C:4](F)[C:3]=1[N+:10]([O-:12])=[O:11].[NH3:13].